Dataset: Full USPTO retrosynthesis dataset with 1.9M reactions from patents (1976-2016). Task: Predict the reactants needed to synthesize the given product. (1) Given the product [C:23]([C:27]1[CH:28]=[C:29]2[C:34](=[C:35]([F:37])[CH:36]=1)[C:33](=[O:38])[N:32]([C:39]1[CH:49]=[CH:48][CH:47]=[C:46]([C:2]3[CH:3]=[C:4]([NH:10][C:11]4[CH:16]=[N:15][C:14]([CH2:17][NH:18][CH:19]5[CH2:22][CH2:21][CH2:20]5)=[CH:13][N:12]=4)[C:5](=[O:9])[N:6]([CH3:8])[N:7]=3)[C:40]=1[CH2:41][OH:42])[N:31]=[CH:30]2)([CH3:26])([CH3:24])[CH3:25], predict the reactants needed to synthesize it. The reactants are: Cl[C:2]1[CH:3]=[C:4]([NH:10][C:11]2[CH:16]=[N:15][C:14]([CH2:17][NH:18][CH:19]3[CH2:22][CH2:21][CH2:20]3)=[CH:13][N:12]=2)[C:5](=[O:9])[N:6]([CH3:8])[N:7]=1.[C:23]([C:27]1[CH:28]=[C:29]2[C:34](=[C:35]([F:37])[CH:36]=1)[C:33](=[O:38])[N:32]([C:39]1[CH:49]=[CH:48][CH:47]=[C:46](B3OC(C)(C)C(C)(C)O3)[C:40]=1[CH2:41][O:42]C(=O)C)[N:31]=[CH:30]2)([CH3:26])([CH3:25])[CH3:24].[O-]P([O-])([O-])=O.[K+].[K+].[K+].CC(C1C=C(C(C)C)C(C2C=CC=CC=2P(C2CCCCC2)C2CCCCC2)=C(C(C)C)C=1)C.[OH-].[Na+]. (2) Given the product [OH:36][CH2:35][C:34]([NH:33][S:30]([C:26]1[CH:25]=[C:24]([NH:23][C:20]([C:19]2[CH:18]=[N:17][N:11]3[C:12]([CH2:14][CH2:15][CH3:16])=[CH:13][C:8]([C:5]4[CH:6]=[CH:7][C:2]([Cl:1])=[CH:3][CH:4]=4)=[N:9][C:10]=23)=[O:21])[CH:29]=[CH:28][CH:27]=1)(=[O:32])=[O:31])([CH3:38])[CH3:37], predict the reactants needed to synthesize it. The reactants are: [Cl:1][C:2]1[CH:7]=[CH:6][C:5]([C:8]2[CH:13]=[C:12]([CH2:14][CH2:15][CH3:16])[N:11]3[N:17]=[CH:18][C:19]([C:20](O)=[O:21])=[C:10]3[N:9]=2)=[CH:4][CH:3]=1.[NH2:23][C:24]1[CH:25]=[C:26]([S:30]([NH:33][C:34]([CH3:38])([CH3:37])[CH2:35][OH:36])(=[O:32])=[O:31])[CH:27]=[CH:28][CH:29]=1. (3) Given the product [CH3:11][N:6]1[CH:7]=[CH:8][C:9]([O:10][CH2:19][C:20]2[CH:25]=[CH:24][CH:23]=[CH:22][CH:21]=2)=[C:4]([N+:1]([O-:3])=[O:2])[C:5]1=[O:12], predict the reactants needed to synthesize it. The reactants are: [N+:1]([C:4]1[C:5](=[O:12])[N:6]([CH3:11])[CH:7]=[CH:8][C:9]=1[OH:10])([O-:3])=[O:2].C([O-])([O-])=O.[K+].[K+].[CH2:19](Br)[C:20]1[CH:25]=[CH:24][CH:23]=[CH:22][CH:21]=1. (4) Given the product [C:1]([C:3]1[CH:4]=[C:5]([C:24]2[C:42]([C:43]([N:34]3[CH2:38][CH2:37][CH2:36][C@H:35]3[C:39]([NH2:41])=[O:40])=[O:55])=[C:26]([F:33])[CH:27]=[CH:28][CH:29]=2)[CH:6]=[CH:7][C:8]=1[O:9][CH2:10][CH:11]1[CH2:12][CH2:13][N:14]([CH2:17][C:18]([CH2:22][CH3:23])([F:21])[CH2:19][CH3:20])[CH2:15][CH2:16]1)#[N:2], predict the reactants needed to synthesize it. The reactants are: [C:1]([C:3]1[CH:4]=[C:5]([C:24]2[CH:29]=[CH:28][C:27](C(O)=O)=[C:26]([F:33])C=2)[CH:6]=[CH:7][C:8]=1[O:9][CH2:10][CH:11]1[CH2:16][CH2:15][N:14]([CH2:17][C:18]([CH2:22][CH3:23])([F:21])[CH2:19][CH3:20])[CH2:13][CH2:12]1)#[N:2].[NH:34]1[CH2:38][CH2:37][CH2:36][C@H:35]1[C:39]([NH2:41])=[O:40].[CH2:42](Cl)[CH2:43]Cl.C1C=CC2N([OH:55])N=NC=2C=1.CCN(C(C)C)C(C)C. (5) Given the product [S:1]1[C:5]([C:6]([NH:32][CH2:31][C:27]2[CH:26]=[C:25]([CH:30]=[CH:29][CH:28]=2)[O:24][C:21]2[CH:22]=[CH:23][C:18]([CH2:17][CH2:16][C:15]([OH:34])=[O:14])=[C:19]([CH3:33])[CH:20]=2)=[O:8])=[CH:4][C:3]2[CH:9]=[CH:10][CH:11]=[CH:12][C:2]1=2, predict the reactants needed to synthesize it. The reactants are: [S:1]1[C:5]([C:6]([OH:8])=O)=[CH:4][C:3]2[CH:9]=[CH:10][CH:11]=[CH:12][C:2]1=2.C[O:14][C:15](=[O:34])[CH2:16][CH2:17][C:18]1[CH:23]=[CH:22][C:21]([O:24][C:25]2[CH:30]=[CH:29][CH:28]=[C:27]([CH2:31][NH2:32])[CH:26]=2)=[CH:20][C:19]=1[CH3:33].